Dataset: Catalyst prediction with 721,799 reactions and 888 catalyst types from USPTO. Task: Predict which catalyst facilitates the given reaction. (1) Reactant: [CH3:1][O:2][C:3]1[CH:20]=[CH:19][C:18]2[C@@H:17]3[C@H:8]([C@H:9]4[C@@:13]([CH2:15][CH2:16]3)([CH3:14])[C:12]([C:21]([OH:23])=[O:22])=[CH:11][CH2:10]4)[CH2:7][CH2:6][C:5]=2[CH:4]=1.[C:24](Cl)(=O)C(Cl)=O. Product: [CH3:1][O:2][C:3]1[CH:20]=[CH:19][C:18]2[C@@H:17]3[C@H:8]([C@H:9]4[C@@:13]([CH2:15][CH2:16]3)([CH3:14])[C:12]([C:21]([O:23][CH3:24])=[O:22])=[CH:11][CH2:10]4)[CH2:7][CH2:6][C:5]=2[CH:4]=1. The catalyst class is: 4. (2) Reactant: [CH2:1]([O:5][C:6]1[N:10]([C:11]2[CH:16]=[CH:15][C:14]([S:17][C:18]([CH3:27])([CH3:26])[C:19]([O:21][C:22]([CH3:25])([CH3:24])[CH3:23])=[O:20])=[CH:13][CH:12]=2)[N:9]=[C:8]([C:28]([O:30]CC)=[O:29])[C:7]=1[CH3:33])[CH2:2][CH2:3][CH3:4].[OH-].[Na+]. Product: [CH2:1]([O:5][C:6]1[N:10]([C:11]2[CH:16]=[CH:15][C:14]([S:17][C:18]([CH3:27])([CH3:26])[C:19]([O:21][C:22]([CH3:23])([CH3:24])[CH3:25])=[O:20])=[CH:13][CH:12]=2)[N:9]=[C:8]([C:28]([OH:30])=[O:29])[C:7]=1[CH3:33])[CH2:2][CH2:3][CH3:4]. The catalyst class is: 83. (3) The catalyst class is: 170. Reactant: [CH3:1]S(C)=O.[CH3:5][N:6]([CH3:12])[C@@H:7]1[CH2:11][CH2:10][NH:9][CH2:8]1.[C:13]([C:15]1[C:20]2[N:21]=[C:22]([C:24]([N:26]([CH3:33])N3C=CC=CC3)=[O:25])[O:23][C:19]=2[C:18](F)=[C:17]([C:35]2[CH:40]=[CH:39][CH:38]=[CH:37][CH:36]=2)[C:16]=1[CH3:41])#[N:14].C([N:44]([CH2:47][CH3:48])[CH2:45][CH3:46])C. Product: [C:13]([C:15]1[C:20]2[N:21]=[C:22]([C:24]([N:26]([CH3:33])[C:47]3[CH:48]=[CH:1][CH:46]=[CH:45][N:44]=3)=[O:25])[O:23][C:19]=2[C:18]([N:9]2[CH2:10][CH2:11][C@H:7]([N:6]([CH3:12])[CH3:5])[CH2:8]2)=[C:17]([C:35]2[CH:40]=[CH:39][CH:38]=[CH:37][CH:36]=2)[C:16]=1[CH3:41])#[N:14]. (4) Reactant: [CH2:1]([C:5]1[CH:14]=[C:13]2[C:8]([CH2:9][CH2:10][C:11](=O)[NH:12]2)=[CH:7][C:6]=1[O:16][CH3:17])[CH:2]([CH3:4])[CH3:3].C[Si]([N-][Si](C)(C)C)(C)C.[Na+].P(Cl)(OCC)(OCC)=O.[N+:37]([CH2:39][C:40]([O:42][CH2:43][CH3:44])=[O:41])#[C-:38].C(O)(=O)CC(CC(O)=O)(C(O)=O)O. Product: [CH2:1]([C:5]1[CH:14]=[C:13]2[C:8]([CH2:9][CH2:10][C:11]3[N:12]2[CH:38]=[N:37][C:39]=3[C:40]([O:42][CH2:43][CH3:44])=[O:41])=[CH:7][C:6]=1[O:16][CH3:17])[CH:2]([CH3:4])[CH3:3]. The catalyst class is: 1. (5) Reactant: [C:1]([C:5]1[CH:10]=[CH:9][C:8]([C@@H:11]([OH:16])[CH2:12][CH2:13][CH2:14][Cl:15])=[CH:7][CH:6]=1)([CH3:4])([CH3:3])[CH3:2].[CH2:17]([O:19]CC)[CH3:18].C(Cl)(=O)C. Product: [C:17]([O:16][C@H:11]([C:8]1[CH:7]=[CH:6][C:5]([C:1]([CH3:4])([CH3:2])[CH3:3])=[CH:10][CH:9]=1)[CH2:12][CH2:13][CH2:14][Cl:15])(=[O:19])[CH3:18]. The catalyst class is: 6. (6) Reactant: [Cl:1][C:2]1[CH:3]=[CH:4][C:5]2[C:10]([CH:11]=1)=[CH:9][N:8]([CH2:12][C:13]1[CH:14]=[C:15]([CH:19]=[CH:20][N:21]=1)[C:16]([OH:18])=O)[C:7](=[O:22])[CH:6]=2.Cl.[NH2:24][CH2:25][C:26]1[C:27]([CH3:33])=[CH:28][C:29]([NH2:32])=[N:30][CH:31]=1.CN(C(ON1N=NC2C=CC=NC1=2)=[N+](C)C)C.F[P-](F)(F)(F)(F)F.CCN(CC)CC. Product: [NH2:32][C:29]1[N:30]=[CH:31][C:26]([CH2:25][NH:24][C:16](=[O:18])[C:15]2[CH:19]=[CH:20][N:21]=[C:13]([CH2:12][N:8]3[C:7](=[O:22])[CH:6]=[C:5]4[C:10]([CH:11]=[C:2]([Cl:1])[CH:3]=[CH:4]4)=[CH:9]3)[CH:14]=2)=[C:27]([CH3:33])[CH:28]=1. The catalyst class is: 303. (7) Reactant: Cl[C:2]1[C:11]([CH:12]2[O:16][CH2:15][CH2:14][O:13]2)=[CH:10][C:9]2[C:4](=[CH:5][CH:6]=[C:7]([O:17][CH3:18])[CH:8]=2)[N:3]=1.[CH2:19]([Mg]Cl)[CH2:20][CH2:21][CH3:22]. Product: [CH2:19]([C:2]1[C:11]([CH:12]2[O:16][CH2:15][CH2:14][O:13]2)=[CH:10][C:9]2[C:4](=[CH:5][CH:6]=[C:7]([O:17][CH3:18])[CH:8]=2)[N:3]=1)[CH2:20][CH2:21][CH3:22]. The catalyst class is: 1. (8) Reactant: [C:1]([NH:4][CH2:5][C@@H:6]1[O:10][C:9](=[O:11])[N:8]([C:12]2[CH:17]=[C:16]([F:18])[C:15]([N:19]3[CH2:24][CH2:23][C:22]([O:28][P:29](=[O:32])([OH:31])[OH:30])([CH2:25][O:26][CH3:27])[CH2:21][CH2:20]3)=[C:14]([F:33])[CH:13]=2)[CH2:7]1)(=[O:3])[CH3:2].[NH2:34][C@H:35]([C:41]([OH:43])=[O:42])[CH2:36][CH2:37][CH2:38][CH2:39][NH2:40]. Product: [NH2:34][C@H:35]([C:41]([OH:43])=[O:42])[CH2:36][CH2:37][CH2:38][CH2:39][NH2:40].[C:1]([NH:4][CH2:5][C@@H:6]1[O:10][C:9](=[O:11])[N:8]([C:12]2[CH:17]=[C:16]([F:18])[C:15]([N:19]3[CH2:24][CH2:23][C:22]([O:28][P:29](=[O:30])([OH:31])[OH:32])([CH2:25][O:26][CH3:27])[CH2:21][CH2:20]3)=[C:14]([F:33])[CH:13]=2)[CH2:7]1)(=[O:3])[CH3:2]. The catalyst class is: 6.